From a dataset of Forward reaction prediction with 1.9M reactions from USPTO patents (1976-2016). Predict the product of the given reaction. (1) The product is: [S:1]1[C:9]2[CH:8]=[CH:7][N:6]=[CH:5][C:4]=2[CH:3]=[C:2]1[B:15]([OH:20])[OH:16]. Given the reactants [S:1]1[C:9]2[CH:8]=[CH:7][N:6]=[CH:5][C:4]=2[CH:3]=[CH:2]1.C([Li])CCC.[B:15](OC(C)C)([O:20]C(C)C)[O:16]C(C)C.P(=O)(O)(O)O, predict the reaction product. (2) Given the reactants [F:1][C:2]1[CH:15]=[C:14]([O:16][C:17]2[CH:22]=[CH:21][CH:20]=[CH:19][CH:18]=2)[CH:13]=[CH:12][C:3]=1[CH2:4][O:5]C1CCCCO1.CO.O.C1(C)C=CC(S(O)(=O)=O)=CC=1, predict the reaction product. The product is: [F:1][C:2]1[CH:15]=[C:14]([O:16][C:17]2[CH:22]=[CH:21][CH:20]=[CH:19][CH:18]=2)[CH:13]=[CH:12][C:3]=1[CH2:4][OH:5]. (3) Given the reactants C[O:2][C:3]([C:5]1[CH:6]=[C:7]([C:12]2[CH:17]=[CH:16][C:15]([CH:18]([CH3:38])[C:19]([C:25]3[CH:26]=[CH:27][C:28]4[O:33][CH2:32][C:31](=[O:34])[N:30]([CH2:35][CH3:36])[C:29]=4[CH:37]=3)([OH:24])[C:20]([F:23])([F:22])[F:21])=[C:14]([Cl:39])[CH:13]=2)[CH:8]=[CH:9][C:10]=1[Cl:11])=[O:4], predict the reaction product. The product is: [Cl:11][C:10]1[CH:9]=[CH:8][C:7]([C:12]2[CH:17]=[CH:16][C:15]([CH:18]([CH3:38])[C:19]([C:25]3[CH:26]=[CH:27][C:28]4[O:33][CH2:32][C:31](=[O:34])[N:30]([CH2:35][CH3:36])[C:29]=4[CH:37]=3)([OH:24])[C:20]([F:22])([F:21])[F:23])=[C:14]([Cl:39])[CH:13]=2)=[CH:6][C:5]=1[C:3]([OH:4])=[O:2]. (4) The product is: [Cl:11][C:12]([O:1][CH2:2][CH2:3][CH2:4][CH2:5][C:6]([O:8][CH2:9][CH3:10])=[O:7])=[O:14]. Given the reactants [OH:1][CH2:2][CH2:3][CH2:4][CH2:5][C:6]([O:8][CH2:9][CH3:10])=[O:7].[Cl:11][C:12](Cl)([O:14]C(=O)OC(Cl)(Cl)Cl)Cl.N1C=CC=CC=1.O, predict the reaction product. (5) Given the reactants [O:1]=[C:2]1[C:10]2([C:14]3=[CH:15][C:16]4[O:20][CH2:19][O:18][C:17]=4[CH:21]=[C:13]3[O:12][CH2:11]2)[C:9]2[C:4](=[CH:5][CH:6]=[CH:7][CH:8]=2)[N:3]1[CH2:22][CH2:23][CH:24]1[CH2:29][CH2:28][CH2:27][N:26](C(OC(C)(C)C)=O)[CH2:25]1.FC(F)(F)C(O)=O, predict the reaction product. The product is: [O:1]=[C:2]1[C:10]2([C:14]3=[CH:15][C:16]4[O:20][CH2:19][O:18][C:17]=4[CH:21]=[C:13]3[O:12][CH2:11]2)[C:9]2[C:4](=[CH:5][CH:6]=[CH:7][CH:8]=2)[N:3]1[CH2:22][CH2:23][CH:24]1[CH2:29][CH2:28][CH2:27][NH:26][CH2:25]1. (6) Given the reactants [Br:1][C:2]1[CH:10]=[C:9]([OH:11])[CH:8]=[C:7]2[C:3]=1[CH2:4][NH:5][C:6]2=[O:12].C([O-])([O-])=O.[Cs+].[Cs+].[CH3:19][O:20][CH2:21][CH2:22]Br, predict the reaction product. The product is: [Br:1][C:2]1[CH:10]=[C:9]([O:11][CH2:22][CH2:21][O:20][CH3:19])[CH:8]=[C:7]2[C:3]=1[CH2:4][NH:5][C:6]2=[O:12]. (7) Given the reactants [CH3:1][N:2]([CH2:4][C:5]1[CH:6]=[C:7]([C:12]2[CH:13]=[C:14]([C:25](O)=[O:26])[C:15]3[C:16]([CH3:24])=[CH:17][N:18]([CH:21]([CH3:23])[CH3:22])[C:19]=3[CH:20]=2)[CH:8]=[CH:9][C:10]=1[F:11])[CH3:3].Cl.[NH2:29][CH2:30][C:31]1[C:32](=[O:39])[NH:33][C:34]([CH3:38])=[CH:35][C:36]=1[CH3:37].C1C=NC2N(O)N=NC=2C=1.CN1CCOCC1.C(Cl)CCl, predict the reaction product. The product is: [CH3:1][N:2]([CH2:4][C:5]1[CH:6]=[C:7]([C:12]2[CH:13]=[C:14]([C:25]([NH:29][CH2:30][C:31]3[C:32](=[O:39])[NH:33][C:34]([CH3:38])=[CH:35][C:36]=3[CH3:37])=[O:26])[C:15]3[C:16]([CH3:24])=[CH:17][N:18]([CH:21]([CH3:22])[CH3:23])[C:19]=3[CH:20]=2)[CH:8]=[CH:9][C:10]=1[F:11])[CH3:3]. (8) Given the reactants N[C@@H:2]([C:7]([OH:9])=[O:8])[C:3]([SH:6])([CH3:5])[CH3:4].[OH-].[Na+].Br[CH2:13][CH2:14][OH:15].C(=O)([O-])[O-].[Na+].[Na+], predict the reaction product. The product is: [OH:15][CH2:14][CH2:13][S:6][C:3]([CH3:5])([CH3:4])[CH2:2][C:7]([OH:9])=[O:8].